This data is from TCR-epitope binding with 47,182 pairs between 192 epitopes and 23,139 TCRs. The task is: Binary Classification. Given a T-cell receptor sequence (or CDR3 region) and an epitope sequence, predict whether binding occurs between them. (1) The epitope is FLYNLLTRV. The TCR CDR3 sequence is CASSLGQGNQPQHF. Result: 1 (the TCR binds to the epitope). (2) The epitope is KTSVDCTMYI. The TCR CDR3 sequence is CASSSGQGARDTQYF. Result: 1 (the TCR binds to the epitope). (3) The epitope is SFHSLHLLF. The TCR CDR3 sequence is CSASDNGQGSYEQYF. Result: 1 (the TCR binds to the epitope). (4) Result: 1 (the TCR binds to the epitope). The epitope is IIKDYGKQM. The TCR CDR3 sequence is CASLEGGSYTF.